This data is from NCI-60 drug combinations with 297,098 pairs across 59 cell lines. The task is: Regression. Given two drug SMILES strings and cell line genomic features, predict the synergy score measuring deviation from expected non-interaction effect. (1) Drug 1: C#CCC(CC1=CN=C2C(=N1)C(=NC(=N2)N)N)C3=CC=C(C=C3)C(=O)NC(CCC(=O)O)C(=O)O. Drug 2: CC(C)NC(=O)C1=CC=C(C=C1)CNNC.Cl. Cell line: T-47D. Synergy scores: CSS=-6.28, Synergy_ZIP=2.35, Synergy_Bliss=-1.46, Synergy_Loewe=-2.85, Synergy_HSA=-5.65. (2) Cell line: MDA-MB-231. Drug 1: C1CCN(CC1)CCOC2=CC=C(C=C2)C(=O)C3=C(SC4=C3C=CC(=C4)O)C5=CC=C(C=C5)O. Drug 2: CN1C(=O)N2C=NC(=C2N=N1)C(=O)N. Synergy scores: CSS=12.2, Synergy_ZIP=-1.50, Synergy_Bliss=0.757, Synergy_Loewe=-3.09, Synergy_HSA=-2.99.